From a dataset of Catalyst prediction with 721,799 reactions and 888 catalyst types from USPTO. Predict which catalyst facilitates the given reaction. (1) Reactant: C([Li])CCC.C([Mg]Cl)CCC.Br[C:13]1[CH:18]=[C:17]([O:19][CH2:20][CH2:21][O:22][CH3:23])[CH:16]=[C:15]([Br:24])[CH:14]=1.CN([CH:28]=[O:29])C.C([O-])(=O)C.[K+]. Product: [Br:24][C:15]1[CH:14]=[C:13]([CH:18]=[C:17]([O:19][CH2:20][CH2:21][O:22][CH3:23])[CH:16]=1)[CH:28]=[O:29]. The catalyst class is: 691. (2) Product: [CH3:1][O:2][C:3](=[O:26])[CH:4]([O:23][CH2:24][CH3:25])[CH2:5][C:6]1[CH:11]=[CH:10][C:9]([OH:12])=[CH:8][C:7]=1[N+:20]([O-:22])=[O:21]. Reactant: [CH3:1][O:2][C:3](=[O:26])[CH:4]([O:23][CH2:24][CH3:25])[CH2:5][C:6]1[CH:11]=[CH:10][C:9]([O:12]CC2C=CC=CC=2)=[CH:8][C:7]=1[N+:20]([O-:22])=[O:21].CSC.B(F)(F)F.CCOCC.O. The catalyst class is: 4.